Dataset: Reaction yield outcomes from USPTO patents with 853,638 reactions. Task: Predict the reaction yield, written as a fraction of the theoretical maximum amount of product (1.0 means a 100% yield; for example, 0.34 means a 34% yield). (1) The reactants are [C:1]([C:5]1[CH:10]=[CH:9][C:8]([C:11]2[N:15]=[C:14]([C:16]3[N:20]=[C:19]([CH3:21])[NH:18][N:17]=3)[O:13][N:12]=2)=[CH:7][CH:6]=1)([CH3:4])([CH3:3])[CH3:2].C([O-])([O-])=O.[Cs+].[Cs+].[Cl:28][C:29]1[CH:34]=[C:33]([CH2:35]Cl)[CH:32]=[CH:31][N:30]=1. The catalyst is CN(C=O)C. The product is [C:1]([C:5]1[CH:6]=[CH:7][C:8]([C:11]2[N:15]=[C:14]([C:16]3[N:20]=[C:19]([CH3:21])[N:18]([CH2:35][C:33]4[CH:32]=[CH:31][N:30]=[C:29]([Cl:28])[CH:34]=4)[N:17]=3)[O:13][N:12]=2)=[CH:9][CH:10]=1)([CH3:4])([CH3:3])[CH3:2]. The yield is 0.450. (2) The reactants are [OH:1][CH:2]([CH3:12])[CH2:3][NH:4][C:5](=[O:11])[O:6][C:7]([CH3:10])([CH3:9])[CH3:8].CCN(CC)CC.[CH3:20][S:21](Cl)(=[O:23])=[O:22]. The catalyst is C(Cl)Cl. The product is [CH3:20][S:21]([O:1][CH:2]([CH3:12])[CH2:3][NH:4][C:5]([O:6][C:7]([CH3:8])([CH3:10])[CH3:9])=[O:11])(=[O:23])=[O:22]. The yield is 0.940.